From a dataset of Peptide-MHC class I binding affinity with 185,985 pairs from IEDB/IMGT. Regression. Given a peptide amino acid sequence and an MHC pseudo amino acid sequence, predict their binding affinity value. This is MHC class I binding data. (1) The peptide sequence is QYWAIRTR. The MHC is Mamu-B08 with pseudo-sequence Mamu-B08. The binding affinity (normalized) is 0. (2) The peptide sequence is RLITVYVQA. The MHC is HLA-B58:01 with pseudo-sequence HLA-B58:01. The binding affinity (normalized) is 0.0847.